From a dataset of Catalyst prediction with 721,799 reactions and 888 catalyst types from USPTO. Predict which catalyst facilitates the given reaction. (1) Reactant: [C:1](OC(=O)C)(=[O:3])[CH3:2].[CH3:8][O:9][C:10]1[CH:11]=[CH:12][C:13]([CH3:17])=[C:14]([NH2:16])[CH:15]=1.O.Cl. Product: [CH3:8][O:9][C:10]1[CH:11]=[CH:12][C:13]([CH3:17])=[C:14]([NH:16][C:1](=[O:3])[CH3:2])[CH:15]=1. The catalyst class is: 17. (2) Reactant: [CH3:1][O:2][C:3]1[CH:8]=[CH:7][C:6]([C:9]2[O:13][N:12]=[C:11]([CH2:14][CH2:15][C:16]([OH:18])=O)[CH:10]=2)=[CH:5][CH:4]=1.[NH2:19][CH2:20][CH2:21][CH2:22][NH:23][C:24]1[C:33]2[C:28](=[CH:29][CH:30]=[CH:31][CH:32]=2)[C:27](=[O:34])[NH:26][N:25]=1.Cl.C(N=C=NCCCN(C)C)C.C(N(CC)CC)C. Product: [CH3:1][O:2][C:3]1[CH:4]=[CH:5][C:6]([C:9]2[O:13][N:12]=[C:11]([CH2:14][CH2:15][C:16]([NH:19][CH2:20][CH2:21][CH2:22][NH:23][C:24]3[C:33]4[C:28](=[CH:29][CH:30]=[CH:31][CH:32]=4)[C:27](=[O:34])[NH:26][N:25]=3)=[O:18])[CH:10]=2)=[CH:7][CH:8]=1. The catalyst class is: 3. (3) Reactant: Cl.[F:2][C:3]1([F:24])[CH2:8][CH2:7][C@H:6]([NH2:9])[C@@H:5]([CH2:10][O:11][C:12]2[CH:17]=[CH:16][C:15]([N:18]3[CH:22]=[C:21]([CH3:23])[CH:20]=[N:19]3)=[CH:14][CH:13]=2)[CH2:4]1.C1CCN2C(=NCCC2)CC1.[CH3:36][S:37](Cl)(=[O:39])=[O:38]. Product: [F:24][C:3]1([F:2])[CH2:8][CH2:7][C@H:6]([NH:9][S:37]([CH3:36])(=[O:39])=[O:38])[C@@H:5]([CH2:10][O:11][C:12]2[CH:17]=[CH:16][C:15]([N:18]3[CH:22]=[C:21]([CH3:23])[CH:20]=[N:19]3)=[CH:14][CH:13]=2)[CH2:4]1. The catalyst class is: 23. (4) Reactant: [NH2:1][CH:2]1[CH2:7][CH2:6][N:5]([C:8]([O:10][CH2:11][CH3:12])=[O:9])[CH2:4][CH2:3]1.[CH2:13]=O.[Cl:15][C:16]1[CH:17]=[C:18]([CH:33]=[CH:34][C:35]=1[Cl:36])[CH2:19][N:20]([CH3:32])[C:21](=[O:31])[CH:22]=[C:23]1[C:27](=[O:28])OC(C)(C)[O:24]1. Product: [CH2:11]([O:10][C:8]([N:5]1[CH2:4][CH2:3][CH:2]([N:1]2[CH2:13][C:22]([C:21](=[O:31])[N:20]([CH2:19][C:18]3[CH:33]=[CH:34][C:35]([Cl:36])=[C:16]([Cl:15])[CH:17]=3)[CH3:32])=[C:23]([OH:24])[C:27]2=[O:28])[CH2:7][CH2:6]1)=[O:9])[CH3:12]. The catalyst class is: 5. (5) Reactant: [NH2:1][C:2]1[N:10]=[CH:9][C:8]([Cl:11])=[CH:7][C:3]=1[C:4]([NH2:6])=[O:5].[Br:12][CH2:13][C:14]1[CH:15]=[C:16]([CH:19]=[C:20]([Cl:22])[CH:21]=1)[C:17]#[N:18]. Product: [BrH:12].[Cl:11][C:8]1[CH:7]=[C:3]([C:4]([NH2:6])=[O:5])[C:2](=[NH:1])[N:10]([CH2:13][C:14]2[CH:15]=[C:16]([C:17]#[N:18])[CH:19]=[C:20]([Cl:22])[CH:21]=2)[CH:9]=1. The catalyst class is: 42. (6) Reactant: [CH3:1][C:2]([CH3:15])([CH3:14])[CH2:3][N:4]1[C:8]2[CH:9]=[CH:10][C:11](N)=[CH:12][C:7]=2[N:6]=[N:5]1.N([O-])=[O:17].[Na+]. Product: [CH3:1][C:2]([CH3:15])([CH3:14])[CH2:3][N:4]1[C:8]2[CH:9]=[CH:10][C:11]([OH:17])=[CH:12][C:7]=2[N:6]=[N:5]1. The catalyst class is: 561. (7) Reactant: Br[C:2]1[CH:3]=[C:4]([NH:13][CH2:14][C:15]2[C:20]([CH3:21])=[CH:19][CH:18]=[CH:17][C:16]=2[CH3:22])[C:5]2[N:6]([C:8]([CH3:12])=[C:9]([CH3:11])[N:10]=2)[CH:7]=1.[OH:23][C:24]1[N:29]=[CH:28][C:27]([C:30]([O:32][CH2:33][C:34]2[CH:39]=[CH:38][CH:37]=[CH:36][CH:35]=2)=[O:31])=[CH:26][CH:25]=1.P([O-])([O-])([O-])=O.[K+].[K+].[K+].CNCCNC. Product: [CH3:22][C:16]1[CH:17]=[CH:18][CH:19]=[C:20]([CH3:21])[C:15]=1[CH2:14][NH:13][C:4]1[C:5]2[N:6]([C:8]([CH3:12])=[C:9]([CH3:11])[N:10]=2)[CH:7]=[C:2]([N:29]2[C:24](=[O:23])[CH:25]=[CH:26][C:27]([C:30]([O:32][CH2:33][C:34]3[CH:39]=[CH:38][CH:37]=[CH:36][CH:35]=3)=[O:31])=[CH:28]2)[CH:3]=1. The catalyst class is: 321. (8) Product: [CH3:39][O:38][C:15]1[CH:14]=[C:13]([N:7]2[CH2:8][C:5]3([N:4]([CH3:3])[CH2:11][CH2:10][CH2:9]3)[CH2:6]2)[C:18]([N+:19]([O-:21])=[O:20])=[CH:17][C:16]=1[NH:22][C:23]1[N:28]=[C:27]([C:29]2[CH:30]=[N:31][N:32]3[CH:37]=[CH:36][CH:35]=[CH:34][C:33]=23)[CH:26]=[CH:25][N:24]=1. Reactant: Cl.Cl.[CH3:3][N:4]1[CH2:11][CH2:10][CH2:9][C:5]21[CH2:8][NH:7][CH2:6]2.F[C:13]1[C:18]([N+:19]([O-:21])=[O:20])=[CH:17][C:16]([NH:22][C:23]2[N:28]=[C:27]([C:29]3[CH:30]=[N:31][N:32]4[CH:37]=[CH:36][CH:35]=[CH:34][C:33]=34)[CH:26]=[CH:25][N:24]=2)=[C:15]([O:38][CH3:39])[CH:14]=1.CCN(C(C)C)C(C)C. The catalyst class is: 44. (9) Reactant: C([Si](C1C=CC=CC=1)(C1C=CC=CC=1)[O:6][CH2:7][C:8]([F:43])([CH3:42])[CH2:9][N:10]1[CH:22]([CH3:23])[CH2:21][C:20]2[C:19]3[C:14](=[CH:15][CH:16]=[C:17]([F:24])[CH:18]=3)[NH:13][C:12]=2[CH:11]1[C:25]1[C:30]([F:31])=[CH:29][C:28]([O:32][CH:33]2[CH2:36][N:35]([CH2:37][CH2:38][CH2:39][F:40])[CH2:34]2)=[CH:27][C:26]=1[F:41])(C)(C)C.CCCC[N+](CCCC)(CCCC)CCCC.[F-].O. The catalyst class is: 220. Product: [F:31][C:30]1[CH:29]=[C:28]([O:32][CH:33]2[CH2:34][N:35]([CH2:37][CH2:38][CH2:39][F:40])[CH2:36]2)[CH:27]=[C:26]([F:41])[C:25]=1[CH:11]1[C:12]2[NH:13][C:14]3[C:19](=[CH:18][C:17]([F:24])=[CH:16][CH:15]=3)[C:20]=2[CH2:21][CH:22]([CH3:23])[N:10]1[CH2:9][C:8]([F:43])([CH3:42])[CH2:7][OH:6]. (10) Reactant: [C:1]([O:5][C:6](=[O:22])[CH2:7][N:8]=[C:9]([C:16]1[CH:21]=[CH:20][CH:19]=[CH:18][CH:17]=1)[C:10]1[CH:15]=[CH:14][CH:13]=[CH:12][CH:11]=1)([CH3:4])([CH3:3])[CH3:2].C([N-]C(C)C)(C)C.[Li+].[CH:31]1([CH2:39]I)[CH2:38][CH2:37][CH2:36][CH2:35][CH2:34][CH2:33][CH2:32]1. Product: [C:1]([O:5][C:6](=[O:22])[CH:7]([N:8]=[C:9]([C:10]1[CH:11]=[CH:12][CH:13]=[CH:14][CH:15]=1)[C:16]1[CH:17]=[CH:18][CH:19]=[CH:20][CH:21]=1)[CH2:39][CH:31]1[CH2:38][CH2:37][CH2:36][CH2:35][CH2:34][CH2:33][CH2:32]1)([CH3:4])([CH3:2])[CH3:3]. The catalyst class is: 7.